The task is: Predict which catalyst facilitates the given reaction.. This data is from Catalyst prediction with 721,799 reactions and 888 catalyst types from USPTO. (1) Reactant: [C:1]1([N:7]2[CH2:12][CH:11]3[CH2:13][CH:8]2[CH2:9][NH:10]3)[CH:6]=[CH:5][CH:4]=[CH:3][CH:2]=1.[NH2-].[Na+].Br[CH2:17][CH2:18][CH2:19][Cl:20]. Product: [Cl:20][CH2:19][CH2:18][CH2:17][N:10]1[CH2:9][CH:8]2[CH2:13][CH:11]1[CH2:12][N:7]2[C:1]1[CH:6]=[CH:5][CH:4]=[CH:3][CH:2]=1. The catalyst class is: 11. (2) The catalyst class is: 2. Reactant: [Cl:1][C:2]1[CH:3]=[C:4]([C:12]2[O:16][N:15]=[C:14]([C:17]3[CH:18]=[C:19]4[C:23](=[CH:24][CH:25]=3)[NH:22][CH:21]=[CH:20]4)[N:13]=2)[CH:5]=[CH:6][C:7]=1[O:8][CH:9]([CH3:11])[CH3:10].C1C(=O)N([Cl:33])C(=O)C1. Product: [Cl:33][C:20]1[C:19]2[C:23](=[CH:24][CH:25]=[C:17]([C:14]3[N:13]=[C:12]([C:4]4[CH:5]=[CH:6][C:7]([O:8][CH:9]([CH3:11])[CH3:10])=[C:2]([Cl:1])[CH:3]=4)[O:16][N:15]=3)[CH:18]=2)[NH:22][CH:21]=1. (3) Reactant: C(O[C:9]([N:11]1[CH2:16][CH2:15][N:14]([CH2:17][C:18]2[CH:27]=[C:26]3[C:21]([C:22]([NH2:28])=[N:23][CH:24]=[N:25]3)=[CH:20][CH:19]=2)[C:13](=[O:29])[CH:12]1[CH2:30][O:31][CH3:32])=[O:10])C1C=CC=CC=1.C(N(CC)C(C)C)(C)C.CN(C(ON1N=NC2C=CC=CC1=2)=[N+](C)C)C.[B-](F)(F)(F)F.[Cl:64][C:65]1[S:69][C:68]([O:70][CH2:71]C(O)=O)=[CH:67][CH:66]=1. Product: [NH2:28][C:22]1[C:21]2[C:26](=[CH:27][C:18]([CH2:17][N:14]3[CH2:15][CH2:16][N:11]([C:9](=[O:10])[CH2:71][O:70][C:68]4[S:69][C:65]([Cl:64])=[CH:66][CH:67]=4)[C@@H:12]([CH2:30][O:31][CH3:32])[C:13]3=[O:29])=[CH:19][CH:20]=2)[N:25]=[CH:24][N:23]=1. The catalyst class is: 3. (4) Reactant: [C@@:1]12([C:8]3[NH:12][C:11]4[CH:13]=[CH:14][CH:15]=[C:16]([C:17]([NH2:19])=[O:18])[C:10]=4[N:9]=3)[CH2:7][C@@H:4]([CH2:5][CH2:6]1)[CH2:3][NH:2]2.C=O.[C:22]([BH3-])#N.[Na+]. Product: [CH3:22][N:2]1[CH2:3][C@H:4]2[CH2:7][C@:1]1([C:8]1[NH:12][C:11]3[CH:13]=[CH:14][CH:15]=[C:16]([C:17]([NH2:19])=[O:18])[C:10]=3[N:9]=1)[CH2:6][CH2:5]2. The catalyst class is: 5. (5) Reactant: N(C(OCC)=O)=NC(OCC)=O.[C:13]1(P([C:13]2[CH:18]=CC=[CH:15][CH:14]=2)[C:13]2[CH:18]=CC=[CH:15][CH:14]=2)[CH:18]=CC=[CH:15][CH:14]=1.[C:32]1(=[O:42])[NH:36][C:35](=[O:37])[C:34]2=[CH:38][CH:39]=[CH:40][CH:41]=[C:33]12.CO. Product: [CH2:15]([N:36]1[C:32](=[O:42])[C:33]2[C:34](=[CH:38][CH:39]=[CH:40][CH:41]=2)[C:35]1=[O:37])[CH2:14][C:13]#[CH:18]. The catalyst class is: 11. (6) Reactant: C1(P(C2C=CC=CC=2)C2C=CC=CC=2)C=CC=CC=1.[F:20][C:21]1[C:26]([CH:27]([CH3:29])[CH3:28])=[CH:25][C:24]([C:30]2[CH:35]=[C:34]([CH3:36])[C:33]([C:37]([F:40])([F:39])[F:38])=[CH:32][C:31]=2[CH2:41]O)=[C:23]([O:43][CH3:44])[CH:22]=1.C(Br)(Br)(Br)[Br:46]. Product: [Br:46][CH2:41][C:31]1[CH:32]=[C:33]([C:37]([F:40])([F:39])[F:38])[C:34]([CH3:36])=[CH:35][C:30]=1[C:24]1[CH:25]=[C:26]([CH:27]([CH3:29])[CH3:28])[C:21]([F:20])=[CH:22][C:23]=1[O:43][CH3:44]. The catalyst class is: 2. (7) Reactant: [C:1]([C:5]1[CH:10]=[CH:9][C:8]([S:11]([NH:14][C:15]2[CH:20]=[CH:19][C:18]([Cl:21])=[CH:17][C:16]=2[C:22]([C:24]2[CH:29]=[CH:28][N:27]=[C:26](Cl)[CH:25]=2)=[O:23])(=[O:13])=[O:12])=[CH:7][CH:6]=1)([CH3:4])([CH3:3])[CH3:2].[CH3:31][S-:32].[Na+]. Product: [C:1]([C:5]1[CH:10]=[CH:9][C:8]([S:11]([NH:14][C:15]2[CH:20]=[CH:19][C:18]([Cl:21])=[CH:17][C:16]=2[C:22]([C:24]2[CH:29]=[CH:28][N:27]=[C:26]([S:32][CH3:31])[CH:25]=2)=[O:23])(=[O:13])=[O:12])=[CH:7][CH:6]=1)([CH3:4])([CH3:3])[CH3:2]. The catalyst class is: 1. (8) Reactant: [C:1]1([CH:7](Cl)[CH2:8][CH2:9][N:10]2[CH2:15][CH2:14][CH:13]([CH2:16][CH2:17][S:18]([C:21]3[CH:26]=[CH:25][C:24]([S:27]([CH3:30])(=[O:29])=[O:28])=[CH:23][CH:22]=3)(=[O:20])=[O:19])[CH2:12][CH2:11]2)[CH:6]=[CH:5][CH:4]=[CH:3][CH:2]=1.[CH3:32][S:33]([N:36]1[CH2:41][CH2:40][NH:39][CH2:38][CH2:37]1)(=[O:35])=[O:34].C(N(CC)CC)C. Product: [C:1]1([CH:7]([N:39]2[CH2:40][CH2:41][N:36]([S:33]([CH3:32])(=[O:35])=[O:34])[CH2:37][CH2:38]2)[CH2:8][CH2:9][N:10]2[CH2:15][CH2:14][CH:13]([CH2:16][CH2:17][S:18]([C:21]3[CH:26]=[CH:25][C:24]([S:27]([CH3:30])(=[O:29])=[O:28])=[CH:23][CH:22]=3)(=[O:20])=[O:19])[CH2:12][CH2:11]2)[CH:6]=[CH:5][CH:4]=[CH:3][CH:2]=1. The catalyst class is: 4. (9) Reactant: [CH:1]1[CH:6]=[C:5]([Cl:7])[CH:4]=[C:3]([C:8]([O:10]O)=[O:9])[CH:2]=1. Product: [Cl:7][C:5]1[CH:4]=[C:3]([C:8]([OH:10])=[O:9])[CH:2]=[CH:1][CH:6]=1. The catalyst class is: 2. (10) Product: [F:32][C:33]([F:38])([F:37])[C:34]([OH:36])=[O:35].[NH2:20][C@@H:6]([CH2:5][C:4]1[CH:28]=[C:29]([F:31])[CH:30]=[C:2]([F:1])[CH:3]=1)[C@H:7]([OH:19])[CH2:8][NH:9][CH2:10][C:11]1[CH:16]=[CH:15][CH:14]=[C:13]([O:17][CH3:18])[CH:12]=1. The catalyst class is: 2. Reactant: [F:1][C:2]1[CH:3]=[C:4]([CH:28]=[C:29]([F:31])[CH:30]=1)[CH2:5][C@H:6]([NH:20]C(=O)OC(C)(C)C)[C@H:7]([OH:19])[CH2:8][NH:9][CH2:10][C:11]1[CH:16]=[CH:15][CH:14]=[C:13]([O:17][CH3:18])[CH:12]=1.[F:32][C:33]([F:38])([F:37])[C:34]([OH:36])=[O:35].